Dataset: Cav3 T-type calcium channel HTS with 100,875 compounds. Task: Binary Classification. Given a drug SMILES string, predict its activity (active/inactive) in a high-throughput screening assay against a specified biological target. The molecule is S(=O)(=O)(N1CCN(CC1)C(=O)C)c1cc(C(=O)NC2CCCc3c2cccc3)ccc1. The result is 0 (inactive).